From a dataset of Full USPTO retrosynthesis dataset with 1.9M reactions from patents (1976-2016). Predict the reactants needed to synthesize the given product. Given the product [CH3:1][C:2]1[CH:11]=[C:10]([N:12]2[CH2:16][CH2:15][CH2:14][CH2:13]2)[C:9]2[C:4](=[CH:5][C:6]([O:17][CH2:19][C:20]3[CH:21]=[C:22]([CH:25]=[CH:26][CH:27]=3)[C:23]#[N:24])=[CH:7][CH:8]=2)[N:3]=1, predict the reactants needed to synthesize it. The reactants are: [CH3:1][C:2]1[CH:11]=[C:10]([N:12]2[CH2:16][CH2:15][CH2:14][CH2:13]2)[C:9]2[C:4](=[CH:5][C:6]([OH:17])=[CH:7][CH:8]=2)[N:3]=1.Br[CH2:19][C:20]1[CH:21]=[C:22]([CH:25]=[CH:26][CH:27]=1)[C:23]#[N:24].